From a dataset of Kir2.1 potassium channel HTS with 301,493 compounds. Binary Classification. Given a drug SMILES string, predict its activity (active/inactive) in a high-throughput screening assay against a specified biological target. (1) The drug is S(=O)(=O)(N1CCCCC1)c1cc(NC(=S)Nc2ccc(OC)cc2)ccc1. The result is 0 (inactive). (2) The compound is O1C(C(=O)N(CC(=O)NC2CCCC2)c2c1ccc(c2)C(=O)NC(CC)(C)C)(C)C. The result is 0 (inactive). (3) The result is 0 (inactive). The drug is OC1CCN(CC1)c1n2nc(cc2nc(c1)c1ccccc1)c1ccc(OC)cc1. (4) The molecule is O=C1CCCc2nc(N3CCc4c3cccc4)ncc12. The result is 0 (inactive). (5) The drug is s1c(C2C3=C(NC(=O)C2)CC(CC3=O)(C)C)c(cc1)C. The result is 0 (inactive). (6) The molecule is O=C1CC(Cc2[nH]c(c(c12)C)C(OC)=O)c1cc(OC)ccc1. The result is 0 (inactive). (7) The drug is OC1(N(CCc2ccccc2)C(=O)c2c1cccc2)c1ccccc1. The result is 0 (inactive). (8) The molecule is O(Cc1ccc(cc1)C(=O)C)C(=O)Cc1ccc([N+]([O-])=O)cc1. The result is 0 (inactive). (9) The result is 0 (inactive). The drug is Clc1ccc(COC(=O)CCS(=O)(=O)c2ccc(cc2)C)cc1. (10) The compound is O1C(OCc2ccc(cc2)CO)CC(c2ccc(cc2)C#C)C=C1C(=O)NCC#C. The result is 1 (active).